Dataset: Peptide-MHC class I binding affinity with 185,985 pairs from IEDB/IMGT. Task: Regression. Given a peptide amino acid sequence and an MHC pseudo amino acid sequence, predict their binding affinity value. This is MHC class I binding data. (1) The peptide sequence is MAIHRSLTK. The MHC is HLA-B27:05 with pseudo-sequence HLA-B27:05. The binding affinity (normalized) is 0.213. (2) The peptide sequence is QEFRYMNSQG. The MHC is HLA-B18:01 with pseudo-sequence HLA-B18:01. The binding affinity (normalized) is 0.123. (3) The peptide sequence is IHLDKGGQF. The MHC is HLA-B08:03 with pseudo-sequence HLA-B08:03. The binding affinity (normalized) is 0.0847.